Dataset: Full USPTO retrosynthesis dataset with 1.9M reactions from patents (1976-2016). Task: Predict the reactants needed to synthesize the given product. (1) Given the product [Cl:33][C:34]1[CH:39]=[CH:38][CH:37]=[C:36]([Cl:40])[C:35]=1[N:41]([CH2:2][C:3]1[C:7]([CH2:8][O:9][C:10]2[CH:15]=[CH:14][C:13]([C:16]3[CH:17]=[C:18]4[C:23](=[CH:24][CH:25]=3)[N:22]=[C:21]([C:26]([O:28][CH3:29])=[O:27])[CH:20]=[CH:19]4)=[CH:12][CH:11]=2)=[C:6]([CH:30]([CH3:32])[CH3:31])[O:5][N:4]=1)[C:42](=[O:47])[C:43]([F:45])([F:46])[F:44], predict the reactants needed to synthesize it. The reactants are: O[CH2:2][C:3]1[C:7]([CH2:8][O:9][C:10]2[CH:15]=[CH:14][C:13]([C:16]3[CH:17]=[C:18]4[C:23](=[CH:24][CH:25]=3)[N:22]=[C:21]([C:26]([O:28][CH3:29])=[O:27])[CH:20]=[CH:19]4)=[CH:12][CH:11]=2)=[C:6]([CH:30]([CH3:32])[CH3:31])[O:5][N:4]=1.[Cl:33][C:34]1[CH:39]=[CH:38][CH:37]=[C:36]([Cl:40])[C:35]=1[NH:41][C:42](=[O:47])[C:43]([F:46])([F:45])[F:44].C1(P(C2C=CC=CC=2)C2C=CC=CC=2)C=CC=CC=1. (2) Given the product [CH3:32][N:2]([CH3:1])[C:3]1([C:25]2[CH:30]=[CH:29][CH:28]=[C:27]([F:31])[CH:26]=2)[CH2:8][CH2:7][CH:6]([CH2:9][C:10]([NH:12][CH:13]([CH3:24])[CH2:14][C:15]2[C:23]3[C:18](=[CH:19][CH:20]=[CH:21][CH:22]=3)[NH:17][CH:16]=2)=[O:11])[CH2:5][CH2:4]1, predict the reactants needed to synthesize it. The reactants are: [CH3:1][N:2]([CH3:32])[C:3]1([C:25]2[CH:30]=[CH:29][CH:28]=[C:27]([F:31])[CH:26]=2)[CH2:8][CH2:7][C:6](=[CH:9][C:10]([NH:12][CH:13]([CH3:24])[CH2:14][C:15]2[C:23]3[C:18](=[CH:19][CH:20]=[CH:21][CH:22]=3)[NH:17][CH:16]=2)=[O:11])[CH2:5][CH2:4]1. (3) The reactants are: [Cl:1][C:2]1[CH:3]=[C:4]([N:9]2[C:14](=[O:15])[C:13]([O:16][CH3:17])=[C:12](Br)[CH:11]=[N:10]2)[CH:5]=[CH:6][C:7]=1[F:8].[CH3:19][S:20][C:21]1[CH:26]=[CH:25][C:24](B(O)O)=[CH:23][CH:22]=1.N. Given the product [Cl:1][C:2]1[CH:3]=[C:4]([N:9]2[C:14](=[O:15])[C:13]([O:16][CH3:17])=[C:12]([C:24]3[CH:25]=[CH:26][C:21]([S:20][CH3:19])=[CH:22][CH:23]=3)[CH:11]=[N:10]2)[CH:5]=[CH:6][C:7]=1[F:8], predict the reactants needed to synthesize it. (4) Given the product [ClH:36].[F:1][C:2]1([C:26]2[CH:31]=[CH:30][CH:29]=[CH:28][C:27]=2[C:32]([F:33])([F:34])[F:35])[CH2:7][CH2:6][N:5]([C:8]([C:10]2[C:14]3[CH2:15][NH:16][CH2:17][CH2:18][C:13]=3[NH:12][N:11]=2)=[O:9])[CH2:4][CH2:3]1, predict the reactants needed to synthesize it. The reactants are: [F:1][C:2]1([C:26]2[CH:31]=[CH:30][CH:29]=[CH:28][C:27]=2[C:32]([F:35])([F:34])[F:33])[CH2:7][CH2:6][N:5]([C:8]([C:10]2[C:14]3[CH2:15][N:16](C(OC(C)(C)C)=O)[CH2:17][CH2:18][C:13]=3[NH:12][N:11]=2)=[O:9])[CH2:4][CH2:3]1.[ClH:36]. (5) Given the product [N+:36]([C:33]1[CH:32]=[CH:31][C:30]([O:29][C:27](=[O:28])[NH:1][C:2]2[CH:3]=[CH:4][C:5]([C:8]3[CH2:12][CH2:11][N:10]([C:13](=[O:25])[CH2:14][C:15]4[CH:20]=[CH:19][C:18]([O:21][CH3:22])=[C:17]([O:23][CH3:24])[CH:16]=4)[N:9]=3)=[CH:6][CH:7]=2)=[CH:35][CH:34]=1)([O-:38])=[O:37], predict the reactants needed to synthesize it. The reactants are: [NH2:1][C:2]1[CH:7]=[CH:6][C:5]([C:8]2[CH2:12][CH2:11][N:10]([C:13](=[O:25])[CH2:14][C:15]3[CH:20]=[CH:19][C:18]([O:21][CH3:22])=[C:17]([O:23][CH3:24])[CH:16]=3)[N:9]=2)=[CH:4][CH:3]=1.Cl[C:27]([O:29][C:30]1[CH:35]=[CH:34][C:33]([N+:36]([O-:38])=[O:37])=[CH:32][CH:31]=1)=[O:28]. (6) Given the product [CH3:1][O:2][C:3]1[CH:4]=[C:5]([CH:6]=[CH:7][CH:8]=1)[C:11](=[S:13])[NH:24][NH2:25], predict the reactants needed to synthesize it. The reactants are: [CH3:1][O:2][C:3]1[CH:4]=[C:5]([Mg]Br)[CH:6]=[CH:7][CH:8]=1.[C:11](=[S:13])=S.ClCC(O)=O.C(=O)(O)[O-].[Na+].[NH2:24][NH2:25]. (7) Given the product [CH3:1][O:2][C:3]([C@@:5]12[CH2:23][C@H:22]1[CH:21]=[CH:20][CH2:19][CH2:18][CH2:17][CH2:16][N:15]([CH3:24])[C:14](=[O:25])[N:13]1[C@@H:8]([CH2:9][C@H:10]([O:26][C:34]3[C:33]4[C:38](=[C:39]([CH3:40])[C:30]([O:29][CH3:28])=[CH:31][CH:32]=4)[N:37]=[C:36]([C:41]4[S:42][CH:43]=[C:44]([C:46]#[CH:47])[N:45]=4)[CH:35]=3)[CH2:11][CH2:12]1)[C:7](=[O:27])[NH:6]2)=[O:4], predict the reactants needed to synthesize it. The reactants are: [CH3:1][O:2][C:3]([C@@:5]12[CH2:23][C@H:22]1[CH:21]=[CH:20][CH2:19][CH2:18][CH2:17][CH2:16][N:15]([CH3:24])[C:14](=[O:25])[N:13]1[C@@H:8]([CH2:9][C@H:10]([OH:26])[CH2:11][CH2:12]1)[C:7](=[O:27])[NH:6]2)=[O:4].[CH3:28][O:29][C:30]1[C:39]([CH3:40])=[C:38]2[C:33]([C:34](O)=[CH:35][C:36]([C:41]3[S:42][CH:43]=[C:44]([C:46]#[CH:47])[N:45]=3)=[N:37]2)=[CH:32][CH:31]=1.C1(P(C2C=CC=CC=2)C2C=CC=CC=2)C=CC=CC=1.CC(OC(/N=N/C(OC(C)C)=O)=O)C.